This data is from Full USPTO retrosynthesis dataset with 1.9M reactions from patents (1976-2016). The task is: Predict the reactants needed to synthesize the given product. The reactants are: [NH2:1][CH2:2][CH2:3][CH2:4][N:5]1[CH2:10][CH2:9][N:8]([CH2:11][CH2:12][CH2:13][NH2:14])[CH2:7][CH2:6]1.[N:15]1[CH:20]=[CH:19][CH:18]=[C:17]([CH:21]=O)[CH:16]=1.[BH4-].[Na+].O. Given the product [N:15]1[CH:20]=[CH:19][CH:18]=[C:17]([CH2:21][NH:14][CH2:13][CH2:12][CH2:11][N:8]2[CH2:7][CH2:6][N:5]([CH2:4][CH2:3][CH2:2][NH:1][CH2:21][C:17]3[CH:16]=[N:15][CH:20]=[CH:19][CH:18]=3)[CH2:10][CH2:9]2)[CH:16]=1, predict the reactants needed to synthesize it.